Dataset: Forward reaction prediction with 1.9M reactions from USPTO patents (1976-2016). Task: Predict the product of the given reaction. The product is: [CH2:13]([O:1][C:2]1[CH:7]=[C:6]([CH3:8])[CH:5]=[C:4]([O:9][CH2:10][C:3]2[CH:4]=[CH:5][CH:6]=[CH:7][CH:2]=2)[C:3]=1[C:10](=[O:12])[CH3:11])[C:14]1[CH:19]=[CH:18][CH:17]=[CH:16][CH:15]=1. Given the reactants [OH:1][C:2]1[CH:7]=[C:6]([CH3:8])[CH:5]=[C:4]([OH:9])[C:3]=1[C:10](=[O:12])[CH3:11].[CH2:13](Br)[C:14]1[CH:19]=[CH:18][CH:17]=[CH:16][CH:15]=1.C(=O)([O-])[O-].[K+].[K+].O, predict the reaction product.